The task is: Predict the product of the given reaction.. This data is from Forward reaction prediction with 1.9M reactions from USPTO patents (1976-2016). (1) The product is: [C:80]1([CH:86]2[CH2:90][CH2:89][CH2:88][N:87]2[C:2]2[CH:11]=[CH:10][CH:9]=[C:8]3[C:3]=2[CH:4]=[CH:5][C:6]([S:12]([NH:15][C:16]2[S:17][CH:18]=[CH:19][N:20]=2)(=[O:13])=[O:14])=[CH:7]3)[CH:85]=[CH:84][CH:83]=[CH:82][CH:81]=1. Given the reactants Br[C:2]1[CH:11]=[CH:10][CH:9]=[C:8]2[C:3]=1[CH:4]=[CH:5][C:6]([S:12]([N:15](CC1C=CC(OC)=CC=1OC)[C:16]1[S:17][CH:18]=[CH:19][N:20]=1)(=[O:14])=[O:13])=[CH:7]2.CC1(C)C2C(=C(P(C3C=CC=CC=3)C3C=CC=CC=3)C=CC=2)OC2C(P(C3C=CC=CC=3)C3C=CC=CC=3)=CC=CC1=2.C(=O)([O-])[O-].[Cs+].[Cs+].[C:80]1([CH:86]2[CH2:90][CH2:89][CH2:88][NH:87]2)[CH:85]=[CH:84][CH:83]=[CH:82][CH:81]=1, predict the reaction product. (2) Given the reactants N#N.[NH2:3][C:4]1[N:9]=[C:8](/[CH:10]=[CH:11]/[CH2:12][CH2:13][OH:14])[CH:7]=[C:6]([NH:15][C:16]2[CH:21]=[CH:20][C:19]([O:22][C:23]3[CH:28]=[CH:27][N:26]=[C:25]([C:29]([F:32])([F:31])[F:30])[CH:24]=3)=[CH:18][CH:17]=2)[N:5]=1, predict the reaction product. The product is: [NH2:3][C:4]1[N:9]=[C:8]([CH2:10][CH2:11][CH2:12][CH2:13][OH:14])[CH:7]=[C:6]([NH:15][C:16]2[CH:17]=[CH:18][C:19]([O:22][C:23]3[CH:28]=[CH:27][N:26]=[C:25]([C:29]([F:32])([F:31])[F:30])[CH:24]=3)=[CH:20][CH:21]=2)[N:5]=1.